Predict which catalyst facilitates the given reaction. From a dataset of Catalyst prediction with 721,799 reactions and 888 catalyst types from USPTO. (1) Reactant: [CH3:1][C:2]12[CH2:15][N:3]1[C:4]1[CH:11]=[C:10]([N+:12]([O-])=O)[CH:9]=[CH:8][C:5]=1[O:6][CH2:7]2.O. Product: [CH3:1][C:2]1([CH3:15])[CH2:7][O:6][C:5]2[CH:8]=[CH:9][C:10]([NH2:12])=[CH:11][C:4]=2[NH:3]1. The catalyst class is: 867. (2) Reactant: [H-].[Na+].[C:3]([O:7][CH3:8])(=[O:6])[CH2:4][SH:5].[Br:9][C:10]1[CH:17]=[CH:16][CH:15]=[C:14](F)[C:11]=1[CH:12]=O.O. Product: [CH3:8][O:7][C:3]([C:4]1[S:5][C:14]2[CH:15]=[CH:16][CH:17]=[C:10]([Br:9])[C:11]=2[CH:12]=1)=[O:6]. The catalyst class is: 16. (3) Reactant: Cl.Cl.[CH:3]([N:6]([C:8]([C:10]1[N:19]=[C:18]2[N:12]([CH2:13][CH2:14][O:15][C:16]3[CH:23]=[C:22]([Br:24])[CH:21]=[CH:20][C:17]=32)[CH:11]=1)=[O:9])[NH2:7])([CH3:5])[CH3:4].[CH3:25][O:26][CH2:27][C:28](Cl)=[O:29]. Product: [CH:3]([N:6]([C:8]([C:10]1[N:19]=[C:18]2[N:12]([CH2:13][CH2:14][O:15][C:16]3[CH:23]=[C:22]([Br:24])[CH:21]=[CH:20][C:17]=32)[CH:11]=1)=[O:9])[NH:7][C:28](=[O:29])[CH2:27][O:26][CH3:25])([CH3:5])[CH3:4]. The catalyst class is: 2. (4) Reactant: [N+:1]([C:4]1[CH:5]=[C:6]2[C:11](=[CH:12][CH:13]=1)[N+:10]([O-])=[CH:9][CH:8]=[CH:7]2)([O-:3])=[O:2].C[Si]([C:19]#[N:20])(C)C.CCN(CC)CC. Product: [C:19]([C:9]1[CH:8]=[CH:7][C:6]2[C:11](=[CH:12][CH:13]=[C:4]([N+:1]([O-:3])=[O:2])[CH:5]=2)[N:10]=1)#[N:20]. The catalyst class is: 23.